From a dataset of Catalyst prediction with 721,799 reactions and 888 catalyst types from USPTO. Predict which catalyst facilitates the given reaction. (1) Reactant: [Cl-].[Al+3].[Cl-].[Cl-].[Cl:5][CH2:6][C:7](Cl)=[O:8].[OH:10][C:11]1[NH:12][C:13]2[CH:19]=[CH:18][CH:17]=[CH:16][C:14]=2[N:15]=1. Product: [Cl:5][CH2:6][C:7]([C:17]1[CH:18]=[CH:19][C:13]2[NH:12][C:11](=[O:10])[NH:15][C:14]=2[CH:16]=1)=[O:8]. The catalyst class is: 26. (2) Product: [OH:13][C:9]1[CH:8]=[C:7]2[C:12]([CH:3]([CH2:2][NH:1][C:20](=[O:21])[O:19][C:16]([CH3:18])([CH3:17])[CH3:15])[CH2:4][C:5](=[O:14])[NH:6]2)=[CH:11][CH:10]=1. The catalyst class is: 5. Reactant: [NH2:1][CH2:2][CH:3]1[C:12]2[C:7](=[CH:8][C:9]([OH:13])=[CH:10][CH:11]=2)[NH:6][C:5](=[O:14])[CH2:4]1.[CH3:15][C:16]([O:19][C:20](O[C:20]([O:19][C:16]([CH3:18])([CH3:17])[CH3:15])=[O:21])=[O:21])([CH3:18])[CH3:17].C(N(CC)CC)C. (3) Reactant: [NH:1]1[C:9]2[C:4](=[CH:5][CH:6]=[CH:7][CH:8]=2)[C:3]([CH2:10][N:11]2[CH2:16][CH2:15][CH2:14][C:13]3([CH2:21][CH2:20][N:19]([C:22]4[N:27]=[C:26]([CH3:28])[CH:25]=[C:24]([CH3:29])[N:23]=4)[CH2:18][CH2:17]3)[C:12]2=[O:30])=[CH:2]1.[H-].[Na+].[CH3:33]I. Product: [CH3:29][C:24]1[CH:25]=[C:26]([CH3:28])[N:27]=[C:22]([N:19]2[CH2:18][CH2:17][C:13]3([C:12](=[O:30])[N:11]([CH2:10][C:3]4[C:4]5[C:9](=[CH:8][CH:7]=[CH:6][CH:5]=5)[N:1]([CH3:33])[CH:2]=4)[CH2:16][CH2:15][CH2:14]3)[CH2:21][CH2:20]2)[N:23]=1. The catalyst class is: 6.